This data is from Full USPTO retrosynthesis dataset with 1.9M reactions from patents (1976-2016). The task is: Predict the reactants needed to synthesize the given product. (1) The reactants are: [Cl:1][C:2]1[CH:7]=[CH:6][C:5]([N:8]2[CH:13]=[CH:12][C:11](=[O:14])[C:10]([C:15](=O)/[CH:16]=[CH:17]/[N:18](C)C)=[N:9]2)=[CH:4][CH:3]=1.[Cl:22][C:23]1[CH:24]=[C:25]([NH:29]N)[CH:26]=[CH:27][CH:28]=1. Given the product [Cl:1][C:2]1[CH:3]=[CH:4][C:5]([N:8]2[CH:13]=[CH:12][C:11](=[O:14])[C:10]([C:15]3[N:29]([C:25]4[CH:26]=[CH:27][CH:28]=[C:23]([Cl:22])[CH:24]=4)[N:18]=[CH:17][CH:16]=3)=[N:9]2)=[CH:6][CH:7]=1, predict the reactants needed to synthesize it. (2) Given the product [Br:20][C:21]1[CH:22]=[C:23](/[C:27](/[CH3:28])=[CH:7]/[C:6]([O:5][C:1]([CH3:4])([CH3:3])[CH3:2])=[O:14])[CH:24]=[CH:25][CH:26]=1, predict the reactants needed to synthesize it. The reactants are: [C:1]([O:5][C:6](=[O:14])[CH2:7]P(OC)(OC)=O)([CH3:4])([CH3:3])[CH3:2].C([Li])CCC.[Br:20][C:21]1[CH:22]=[C:23]([C:27](=O)[CH3:28])[CH:24]=[CH:25][CH:26]=1. (3) Given the product [Cl-:27].[F:1][C:2]1[CH:3]=[C:4]([NH:8][CH:9]([C:21]2[CH:22]=[CH:23][CH:24]=[CH:25][CH:26]=2)[C:10]([O:12][C@@H:13]2[CH:18]3[CH2:19][CH2:20][N+:15]([CH2:28][C:29]4[N:33]=[C:32]([C:34]5[S:35][CH:36]=[CH:37][N:38]=5)[O:31][N:30]=4)([CH2:16][CH2:17]3)[CH2:14]2)=[O:11])[CH:5]=[CH:6][CH:7]=1, predict the reactants needed to synthesize it. The reactants are: [F:1][C:2]1[CH:3]=[C:4]([NH:8][CH:9]([C:21]2[CH:26]=[CH:25][CH:24]=[CH:23][CH:22]=2)[C:10]([O:12][C@@H:13]2[CH:18]3[CH2:19][CH2:20][N:15]([CH2:16][CH2:17]3)[CH2:14]2)=[O:11])[CH:5]=[CH:6][CH:7]=1.[Cl:27][CH2:28][C:29]1[N:33]=[C:32]([C:34]2[S:35][CH:36]=[CH:37][N:38]=2)[O:31][N:30]=1.